From a dataset of Forward reaction prediction with 1.9M reactions from USPTO patents (1976-2016). Predict the product of the given reaction. (1) Given the reactants [NH4+:1].[OH-].[Br:3][C:4]1[CH:9]=[CH:8][C:7]([S:10](Cl)(=[O:12])=[O:11])=[C:6]([O:14][C:15]([F:18])([F:17])[F:16])[CH:5]=1, predict the reaction product. The product is: [Br:3][C:4]1[CH:9]=[CH:8][C:7]([S:10]([NH2:1])(=[O:12])=[O:11])=[C:6]([O:14][C:15]([F:18])([F:17])[F:16])[CH:5]=1. (2) Given the reactants [CH3:1][C:2]1[O:6][N:5]=[C:4]([C:7]2[CH:12]=[CH:11][CH:10]=[CH:9][CH:8]=2)[C:3]=1NC.Cl[C:16]1[CH:25]=[CH:24][C:19]([C:20]([O:22][CH3:23])=[O:21])=[CH:18][N:17]=1.[CH:26]([N:29](CC)C(C)C)(C)C.CS(C)=O, predict the reaction product. The product is: [CH3:23][O:22][C:20](=[O:21])[C:19]1[CH:24]=[CH:25][C:16]([NH:29][CH2:26][C:3]2[C:4]([C:7]3[CH:8]=[CH:9][CH:10]=[CH:11][CH:12]=3)=[N:5][O:6][C:2]=2[CH3:1])=[N:17][CH:18]=1. (3) Given the reactants [Si]([O:8][C:9]1[C:10]([F:21])=[C:11]([CH:18]=[CH:19][CH:20]=1)[CH2:12][N:13]1[CH2:17][CH2:16][CH2:15][CH2:14]1)(C(C)(C)C)(C)C.[F-].[K+], predict the reaction product. The product is: [F:21][C:10]1[C:11]([CH2:12][N:13]2[CH2:17][CH2:16][CH2:15][CH2:14]2)=[CH:18][CH:19]=[CH:20][C:9]=1[OH:8]. (4) Given the reactants [CH3:1][C:2]1[CH:10]=[CH:9][CH:8]=C2[C:3]=1[C:4](=[N:12][N:13]=CC1(C)CC(C)(C(O)=O)CN1)C(=O)N2.Cl.C(N=C=NCCCN(C)C)C.[OH:37][C:38]1C2N=NNC=2[CH:41]=[CH:40][CH:39]=1.C([N:49]([CH2:52][CH3:53])[CH2:50][CH3:51])C.[NH2:54][C:55]1[CH:60]=[CH:59][CH:58]=[CH:57][C:56]=1[NH:61][C:62](=[O:73])[C:63]1[CH:68]=[CH:67][C:66]([NH:69][CH2:70][CH2:71][NH2:72])=[N:65][CH:64]=1.[CH3:74][N:75]([CH:77]=[O:78])C, predict the reaction product. The product is: [NH2:54][C:55]1[CH:60]=[CH:59][CH:58]=[CH:57][C:56]=1[NH:61][C:62](=[O:73])[C:63]1[CH:68]=[CH:67][C:66]([NH:69][CH2:70][CH2:71][NH:72][C:38]([C:39]2[C:40]([CH3:41])=[C:52]([CH:53]=[N:13][N:12]=[C:4]3[C:3]4[C:74](=[CH:8][CH:9]=[CH:10][C:2]=4[CH3:1])[NH:75][C:77]3=[O:78])[NH:49][C:50]=2[CH3:51])=[O:37])=[N:65][CH:64]=1. (5) Given the reactants [NH2:1][C:2]1[CH:7]=[C:6]([C:8]([F:11])([F:10])[F:9])[CH:5]=[CH:4][N:3]=1.C(=O)([O-])[O-].[K+].[K+].Cl[C:19]([O:21][C:22]1[CH:27]=[CH:26][CH:25]=[CH:24][CH:23]=1)=[O:20], predict the reaction product. The product is: [F:10][C:8]([F:9])([F:11])[C:6]1[CH:5]=[CH:4][N:3]=[C:2]([NH:1][C:19](=[O:20])[O:21][C:22]2[CH:27]=[CH:26][CH:25]=[CH:24][CH:23]=2)[CH:7]=1. (6) Given the reactants [S:1](Cl)(=[O:4])(=[O:3])[NH2:2].[CH3:6][CH2:7]N(C(C)C)C(C)C.[CH2:15]1[CH2:19][O:18][CH2:17][CH2:16]1, predict the reaction product. The product is: [O:18]=[C:19]1[CH2:15][CH2:16][CH2:17][CH2:7][CH:6]1[S:1]([NH2:2])(=[O:4])=[O:3]. (7) Given the reactants Cl[C:2]1[CH:10]=[CH:9][C:8]2[N:7]([CH:11]=[C:12]([C:14]3[CH:19]=[CH:18][C:17]([F:20])=[CH:16][CH:15]=3)[CH3:13])[C:6]3[CH2:21][CH2:22][N:23]([CH3:25])[CH2:24][C:5]=3[C:4]=2[CH:3]=1.CC(C)([O-])C.[Na+].[CH3:32][NH2:33].C1COCC1, predict the reaction product. The product is: [F:20][C:17]1[CH:18]=[CH:19][C:14](/[C:12](/[CH3:13])=[CH:11]/[N:7]2[C:8]3[CH:9]=[CH:10][C:2]([NH:33][CH3:32])=[CH:3][C:4]=3[C:5]3[CH2:24][N:23]([CH3:25])[CH2:22][CH2:21][C:6]2=3)=[CH:15][CH:16]=1. (8) Given the reactants [NH:1]1[CH2:6][CH2:5][NH:4][CH2:3][CH2:2]1.Cl[C:8]1[CH:13]=[N:12][CH:11]=[CH:10][N:9]=1.[OH-].[Na+], predict the reaction product. The product is: [N:1]1[CH:6]=[CH:5][N:4]=[CH:3][C:2]=1[N:9]1[CH2:10][CH2:11][NH:12][CH2:13][CH2:8]1. (9) Given the reactants [N:1]1[N:2]([C:6]2[CH:12]=[CH:11][C:9](N)=[CH:8][CH:7]=2)[N:3]=[N:4][CH:5]=1.S(=O)(=O)(O)[OH:14].N([O-])=O.[Na+], predict the reaction product. The product is: [N:1]1[N:2]([C:6]2[CH:12]=[CH:11][C:9]([OH:14])=[CH:8][CH:7]=2)[N:3]=[N:4][CH:5]=1.